This data is from Forward reaction prediction with 1.9M reactions from USPTO patents (1976-2016). The task is: Predict the product of the given reaction. (1) Given the reactants N[C:2]1[CH:3]=[C:4]([CH:10]=C[C:12]=1[NH:13][CH:14]1[CH2:21][CH2:20][CH2:19][CH2:18][CH2:17][CH2:16][CH2:15]1)[C:5]([O:7][CH2:8][CH3:9])=[O:6].CI.C(=O)([O-])[O-].[K+].[K+].[CH3:30][N:31]([CH:33]=O)[CH3:32], predict the reaction product. The product is: [CH:14]1([NH:13][C:12]2[CH:2]=[CH:3][C:4]([C:5]([O:7][CH2:8][CH3:9])=[O:6])=[CH:10][C:33]=2[N:31]([CH3:30])[CH3:32])[CH2:21][CH2:20][CH2:19][CH2:18][CH2:17][CH2:16][CH2:15]1. (2) Given the reactants C([NH:8][C@@H:9]([CH2:13][O:14][CH2:15][CH3:16])[C:10]([OH:12])=O)(OC(C)(C)C)=O.C(N1CCOCC1)C.[CH2:25]([O:29][C:30]([N:32]1[CH2:37][CH2:36][NH:35][CH2:34][CH2:33]1)=[O:31])[CH2:26][CH2:27][CH3:28].[B-](F)(F)(F)F.CCOC(C(C#N)=NOC(N(C)C)=[N+](C)C)=O.C([O-])(O)=O.[Na+].C(O)(C(F)(F)F)=O, predict the reaction product. The product is: [CH2:25]([O:29][C:30]([N:32]1[CH2:37][CH2:36][N:35]([C:10](=[O:12])[C@@H:9]([NH2:8])[CH2:13][O:14][CH2:15][CH3:16])[CH2:34][CH2:33]1)=[O:31])[CH2:26][CH2:27][CH3:28]. (3) Given the reactants [Cl:1][C:2]1[CH:7]=[CH:6][C:5]([N:8]2[CH2:13][CH2:12][CH:11]([C:14](N(OC)C)=[O:15])[CH2:10][CH2:9]2)=[CH:4][C:3]=1[O:20][CH3:21].[CH2:22]([Mg]Br)[CH3:23].Cl, predict the reaction product. The product is: [Cl:1][C:2]1[CH:7]=[CH:6][C:5]([N:8]2[CH2:9][CH2:10][CH:11]([C:14](=[O:15])[CH2:22][CH3:23])[CH2:12][CH2:13]2)=[CH:4][C:3]=1[O:20][CH3:21]. (4) Given the reactants C(CC[C:6]1[CH:11]=[CH:10][C:9]([C:12]2[C:13]([CH3:43])([CH3:42])[C@H:14]3[C@:27]([CH3:30])([CH2:28][CH:29]=2)[C@@H:26]2[C@:17]([CH3:41])([C@@:18]4([CH3:40])[C@H:23]([CH2:24][CH2:25]2)[C@H:22]2[C@H:31]([C:34]([CH3:36])=[CH2:35])[CH2:32][CH2:33][C@:21]2([C:37]([OH:39])=[O:38])[CH2:20][CH2:19]4)[CH2:16][CH2:15]3)=[CH:8][CH:7]=1)(O)=O.B(C1C=CC([NH:53][C:54](=[O:60])[CH2:55][CH2:56][C:57]([OH:59])=[O:58])=CC=1)(O)O.B(O)O, predict the reaction product. The product is: [C:57]([CH2:56][CH2:55][C:54]([NH:53][C:6]1[CH:11]=[CH:10][C:9]([C:12]2[C:13]([CH3:42])([CH3:43])[C@H:14]3[C@:27]([CH3:30])([CH2:28][CH:29]=2)[C@@H:26]2[C@:17]([CH3:41])([C@@:18]4([CH3:40])[C@H:23]([CH2:24][CH2:25]2)[C@H:22]2[C@H:31]([C:34]([CH3:36])=[CH2:35])[CH2:32][CH2:33][C@:21]2([C:37]([OH:39])=[O:38])[CH2:20][CH2:19]4)[CH2:16][CH2:15]3)=[CH:8][CH:7]=1)=[O:60])([OH:59])=[O:58]. (5) Given the reactants [CH3:1][C:2]1[CH:6]=[C:5]([S:7]([CH3:10])(=[O:9])=[O:8])[S:4][C:3]=1[C:11]([O:13]C)=[O:12].ClCCl.[OH-].[Na+], predict the reaction product. The product is: [CH3:1][C:2]1[CH:6]=[C:5]([S:7]([CH3:10])(=[O:9])=[O:8])[S:4][C:3]=1[C:11]([OH:13])=[O:12]. (6) Given the reactants [F:1][C:2]([F:32])([F:31])[C:3]1[C:4](=[O:30])[NH:5][C:6](=[O:29])[N:7]([CH2:9][CH2:10][CH2:11][CH2:12][N:13]2[CH2:18][C@H:17]3[C@:15]([C:19]4[CH:24]=[CH:23][C:22]([C:25]([F:28])([F:27])[F:26])=[CH:21][CH:20]=4)([CH2:16]3)[CH2:14]2)[CH:8]=1.[ClH:33], predict the reaction product. The product is: [ClH:33].[F:32][C:2]([F:1])([F:31])[C:3]1[C:4](=[O:30])[NH:5][C:6](=[O:29])[N:7]([CH2:9][CH2:10][CH2:11][CH2:12][N:13]2[CH2:18][C@H:17]3[C@:15]([C:19]4[CH:24]=[CH:23][C:22]([C:25]([F:28])([F:27])[F:26])=[CH:21][CH:20]=4)([CH2:16]3)[CH2:14]2)[CH:8]=1. (7) Given the reactants [CH3:1][O:2][C:3]1[C:4](=[O:32])[C:5]([CH3:31])=[C:6]([CH2:12][C:13]2[C:14]([O:27]C(=O)C)=[C:15]([CH:24]=[CH:25][CH:26]=2)[C:16]([N:18]2[CH2:23][CH2:22][O:21][CH2:20][CH2:19]2)=[O:17])[C:7](=[O:11])[C:8]=1[O:9][CH3:10].C(=O)([O-])O.[Na+], predict the reaction product. The product is: [CH3:1][O:2][C:3]1[C:4](=[O:32])[C:5]([CH3:31])=[C:6]([CH2:12][C:13]2[C:14]([OH:27])=[C:15]([CH:24]=[CH:25][CH:26]=2)[C:16]([N:18]2[CH2:23][CH2:22][O:21][CH2:20][CH2:19]2)=[O:17])[C:7](=[O:11])[C:8]=1[O:9][CH3:10]. (8) Given the reactants C(OC([NH:8][C@H:9]([C:39]([O:41][CH:42]1[CH2:46][CH2:45][CH2:44][CH2:43]1)=[O:40])[CH2:10][CH2:11][O:12][C:13]1[CH:18]=[CH:17][C:16]([NH:19][C:20]2[N:29]=[CH:28][C:27]3[N:26]([CH3:30])[C:25](=[O:31])[C@@H:24]([CH2:32][CH3:33])[N:23]([CH:34]4[CH2:38][CH2:37][CH2:36][CH2:35]4)[C:22]=3[N:21]=2)=[CH:15][CH:14]=1)=O)(C)(C)C.Cl.O1CCOCC1, predict the reaction product. The product is: [CH:34]1([N:23]2[C:22]3[N:21]=[C:20]([NH:19][C:16]4[CH:15]=[CH:14][C:13]([O:12][CH2:11][CH2:10][C@@H:9]([C:39]([O:41][CH:42]5[CH2:43][CH2:44][CH2:45][CH2:46]5)=[O:40])[NH2:8])=[CH:18][CH:17]=4)[N:29]=[CH:28][C:27]=3[N:26]([CH3:30])[C:25](=[O:31])[C@H:24]2[CH2:32][CH3:33])[CH2:35][CH2:36][CH2:37][CH2:38]1. (9) Given the reactants [C:1]1(=[O:7])[CH2:6][CH2:5][CH2:4][CH:3]=[CH:2]1.[CH2:8]([NH:15][CH2:16][C:17]1[CH:22]=[CH:21][CH:20]=[CH:19][CH:18]=1)[C:9]1[CH:14]=[CH:13][CH:12]=[CH:11][CH:10]=1.[N+](O[Bi](O[N+]([O-])=O)O[N+]([O-])=O)([O-])=O, predict the reaction product. The product is: [CH2:16]([N:15]([CH2:8][C:9]1[CH:14]=[CH:13][CH:12]=[CH:11][CH:10]=1)[CH:3]1[CH2:4][CH2:5][CH2:6][C:1](=[O:7])[CH2:2]1)[C:17]1[CH:22]=[CH:21][CH:20]=[CH:19][CH:18]=1.